From a dataset of Catalyst prediction with 721,799 reactions and 888 catalyst types from USPTO. Predict which catalyst facilitates the given reaction. (1) Reactant: [Cl:1][C:2]1[CH:3]=[C:4]([CH:7]=[C:8]([Cl:10])[N:9]=1)[CH:5]=[O:6].[CH:11]([O-])([O-])[O:12]C.[C:16]1(C)C=CC(S(O)(=O)=O)=CC=1. Product: [Cl:1][C:2]1[CH:3]=[C:4]([CH:5]([O:12][CH3:11])[O:6][CH3:16])[CH:7]=[C:8]([Cl:10])[N:9]=1. The catalyst class is: 442. (2) Product: [Br:18][C:19]1[CH:24]=[C:23]([CH3:25])[N:22]=[C:21]([CH2:26][NH:27][C:14]([C@@H:9]2[CH2:10][C@@H:11]([F:13])[CH2:12][N:8]2[C:6]([O:5][C:1]([CH3:2])([CH3:3])[CH3:4])=[O:7])=[O:16])[CH:20]=1. Reactant: [C:1]([O:5][C:6]([N:8]1[CH2:12][C@H:11]([F:13])[CH2:10][C@H:9]1[C:14]([OH:16])=O)=[O:7])([CH3:4])([CH3:3])[CH3:2].Cl.[Br:18][C:19]1[CH:24]=[C:23]([CH3:25])[N:22]=[C:21]([CH2:26][NH2:27])[CH:20]=1.C(N(CC)C(C)C)(C)C.CN(C(ON1N=NC2C=CC=NC1=2)=[N+](C)C)C.F[P-](F)(F)(F)(F)F. The catalyst class is: 9. (3) Reactant: [CH3:1][C:2]1[C:3]([CH3:21])=[CH:4][C:5]2[N:14]([CH2:15][CH:16]=O)[C:13]3[C:8]([C:9](=[O:19])[NH:10][C:11](=[O:18])[N:12]=3)=[N:7][C:6]=2[CH:20]=1.[NH2:22][CH2:23][CH2:24][CH2:25][CH2:26][C@H:27]([NH:31][C:32]([O:34][C:35]([CH3:38])([CH3:37])[CH3:36])=[O:33])[C:28]([OH:30])=[O:29].[BH3-]C#N.[Na+].CC(O)=O. Product: [C:35]([O:34][C:32]([NH:31][C@@H:27]([CH2:26][CH2:25][CH2:24][CH2:23][NH:22][CH2:16][CH2:15][N:14]1[C:13]2[C:8]([C:9](=[O:19])[NH:10][C:11](=[O:18])[N:12]=2)=[N:7][C:6]2[CH:20]=[C:2]([CH3:1])[C:3]([CH3:21])=[CH:4][C:5]1=2)[C:28]([OH:30])=[O:29])=[O:33])([CH3:38])([CH3:37])[CH3:36]. The catalyst class is: 5. (4) Reactant: Cl[C:2]1[C:7]([C:8]2[CH:13]=[CH:12][C:11]([CH3:14])=[CH:10][CH:9]=2)=[C:6]([Cl:15])[N:5]=[CH:4][N:3]=1.C(N(C(C)C)CC)(C)C.[K].[CH3:26][C:27]1[CH:32]=[CH:31][C:30]([NH:33][S:34](=[O:37])(=[O:36])[NH2:35])=[CH:29][CH:28]=1. Product: [Cl:15][C:6]1[N:5]=[CH:4][N:3]=[C:2]([NH:35][S:34](=[O:36])(=[O:37])[NH:33][C:30]2[CH:29]=[CH:28][C:27]([CH3:26])=[CH:32][CH:31]=2)[C:7]=1[C:8]1[CH:13]=[CH:12][C:11]([CH3:14])=[CH:10][CH:9]=1. The catalyst class is: 376. (5) Reactant: [C:1]1([CH:7]([C:11]2[CH:16]=[CH:15][CH:14]=[CH:13][CH:12]=2)[C:8]([OH:10])=O)[CH:6]=[CH:5][CH:4]=[CH:3][CH:2]=1.[N:17]1([CH2:23][CH2:24][CH2:25][O:26][C:27]2[CH:32]=[CH:31][C:30]([N:33]3[CH2:38][CH2:37][NH:36][CH2:35][CH2:34]3)=[CH:29][CH:28]=2)[CH2:22][CH2:21][CH2:20][CH2:19][CH2:18]1.C(N(CC)CC)C.CN(C(ON1N=NC2C=CC=CC1=2)=[N+](C)C)C.F[P-](F)(F)(F)(F)F. Product: [C:11]1([CH:7]([C:1]2[CH:2]=[CH:3][CH:4]=[CH:5][CH:6]=2)[C:8]([N:36]2[CH2:37][CH2:38][N:33]([C:30]3[CH:29]=[CH:28][C:27]([O:26][CH2:25][CH2:24][CH2:23][N:17]4[CH2:18][CH2:19][CH2:20][CH2:21][CH2:22]4)=[CH:32][CH:31]=3)[CH2:34][CH2:35]2)=[O:10])[CH:16]=[CH:15][CH:14]=[CH:13][CH:12]=1. The catalyst class is: 3. (6) Reactant: C([C:3]1[C:4]([C:16]([OH:18])=[O:17])=[C:5]([CH3:15])[N:6]([CH3:14])[C:7]=1[C:8]1[CH:13]=[CH:12][CH:11]=[CH:10][CH:9]=1)C.[OH-].[Na+]. Product: [CH3:14][N:6]1[C:7]([C:8]2[CH:13]=[CH:12][CH:11]=[CH:10][CH:9]=2)=[CH:3][C:4]([C:16]([OH:18])=[O:17])=[C:5]1[CH3:15]. The catalyst class is: 14. (7) Reactant: [BH4-].[Na+].[NH2:3][C:4]1[N:9]=[CH:8][C:7]([C:10]2[C:11]([CH:28]=[O:29])=[N:12][N:13]([CH:15]3[CH2:20][CH2:19][N:18](C(OC(C)(C)C)=O)[CH2:17][CH2:16]3)[CH:14]=2)=[CH:6][C:5]=1[C:30]1[O:31][C:32]2[CH:38]=[CH:37][CH:36]=[CH:35][C:33]=2[N:34]=1. Product: [NH2:3][C:4]1[N:9]=[CH:8][C:7]([C:10]2[C:11]([CH2:28][OH:29])=[N:12][N:13]([CH:15]3[CH2:20][CH2:19][NH:18][CH2:17][CH2:16]3)[CH:14]=2)=[CH:6][C:5]=1[C:30]1[O:31][C:32]2[CH:38]=[CH:37][CH:36]=[CH:35][C:33]=2[N:34]=1. The catalyst class is: 138.